This data is from Catalyst prediction with 721,799 reactions and 888 catalyst types from USPTO. The task is: Predict which catalyst facilitates the given reaction. Reactant: Cl[C:2]1[C:7]([C:8]#[N:9])=[C:6]([C:10]2[CH:15]=[CH:14][C:13]([O:16][CH2:17][CH2:18][OH:19])=[CH:12][CH:11]=2)[C:5]([C:20]#[N:21])=[C:4]([S:22][CH2:23][C:24]2[N:25]=[C:26]([C:29]3[CH:34]=[CH:33][C:32]([Cl:35])=[CH:31][CH:30]=3)[S:27][CH:28]=2)[N:3]=1.[CH:36]1([NH2:39])[CH2:38][CH2:37]1. Product: [Cl:35][C:32]1[CH:31]=[CH:30][C:29]([C:26]2[S:27][CH:28]=[C:24]([CH2:23][S:22][C:4]3[C:5]([C:20]#[N:21])=[C:6]([C:10]4[CH:11]=[CH:12][C:13]([O:16][CH2:17][CH2:18][OH:19])=[CH:14][CH:15]=4)[C:7]([C:8]#[N:9])=[C:2]([NH:39][CH:36]4[CH2:38][CH2:37]4)[N:3]=3)[N:25]=2)=[CH:34][CH:33]=1. The catalyst class is: 3.